From a dataset of Full USPTO retrosynthesis dataset with 1.9M reactions from patents (1976-2016). Predict the reactants needed to synthesize the given product. (1) Given the product [CH3:1][S:2]([C:3]1[O:4][C:5]2[CH:11]=[CH:10][CH:9]=[CH:8][C:6]=2[N:7]=1)=[O:20], predict the reactants needed to synthesize it. The reactants are: [CH3:1][S:2][C:3]1[O:4][C:5]2[CH:11]=[CH:10][CH:9]=[CH:8][C:6]=2[N:7]=1.ClC1C=CC=C(C(OO)=[O:20])C=1.C([O-])(O)=O.[Na+]. (2) The reactants are: [NH2:1][C:2]1[CH:3]=[C:4]2[C:9](=[CH:10][CH:11]=1)[N:8]=[CH:7][CH:6]=[CH:5]2.[Cl:12][C:13]1[N:18]=[C:17](Cl)[C:16]([N+:20]([O-:22])=[O:21])=[CH:15][N:14]=1.C(N(C(C)C)C(C)C)C. Given the product [Cl:12][C:13]1[N:18]=[C:17]([NH:1][C:2]2[CH:3]=[C:4]3[C:9](=[CH:10][CH:11]=2)[N:8]=[CH:7][CH:6]=[CH:5]3)[C:16]([N+:20]([O-:22])=[O:21])=[CH:15][N:14]=1, predict the reactants needed to synthesize it.